Predict the reactants needed to synthesize the given product. From a dataset of Full USPTO retrosynthesis dataset with 1.9M reactions from patents (1976-2016). (1) Given the product [C:1]([O:5][C:6]([N:8]([CH3:17])[C:9]1([C:12]([OH:14])=[O:13])[CH2:11][CH2:10]1)=[O:7])([CH3:4])([CH3:2])[CH3:3], predict the reactants needed to synthesize it. The reactants are: [C:1]([O:5][C:6]([NH:8][C:9]1([C:12]([OH:14])=[O:13])[CH2:11][CH2:10]1)=[O:7])([CH3:4])([CH3:3])[CH3:2].[H-].[Na+].[CH3:17]I.[NH4+].[Cl-]. (2) The reactants are: C(OC(=O)[NH:7][CH:8]1[CH2:13][CH2:12][N:11]([CH2:14][CH2:15][N:16]2[C:21]3[CH:22]=[C:23]([F:26])[CH:24]=[CH:25][C:20]=3[O:19][CH2:18][C:17]2=[O:27])[CH2:10][CH2:9]1)(C)(C)C.NC1CCN(CCN2C3C(=CC=C(C#N)C=3)C=CC2=O)CC1. Given the product [NH2:7][CH:8]1[CH2:9][CH2:10][N:11]([CH2:14][CH2:15][N:16]2[C:21]3[CH:22]=[C:23]([F:26])[CH:24]=[CH:25][C:20]=3[O:19][CH2:18][C:17]2=[O:27])[CH2:12][CH2:13]1, predict the reactants needed to synthesize it. (3) Given the product [Cl:17][C:18]1[N:19]=[C:20]([C:25]([NH:1][C@@H:2]2[CH2:7][CH2:6][N:5]([C:8]([O:10][C:11]([CH3:12])([CH3:13])[CH3:14])=[O:9])[CH2:4][C@@H:3]2[O:15][CH3:16])=[O:26])[NH:21][C:22]=1[CH2:23][CH3:24], predict the reactants needed to synthesize it. The reactants are: [NH2:1][C@@H:2]1[CH2:7][CH2:6][N:5]([C:8]([O:10][C:11]([CH3:14])([CH3:13])[CH3:12])=[O:9])[CH2:4][C@@H:3]1[O:15][CH3:16].[Cl:17][C:18]1[N:19]=[C:20]([C:25](O)=[O:26])[NH:21][C:22]=1[CH2:23][CH3:24].CCN=C=NCCCN(C)C.Cl.C1C=CC2N(O)N=NC=2C=1.